From a dataset of Full USPTO retrosynthesis dataset with 1.9M reactions from patents (1976-2016). Predict the reactants needed to synthesize the given product. Given the product [CH2:1]([N:8]1[C:16]2[C:11](=[CH:12][C:13]([NH:17][C:18]3[CH:27]=[CH:26][C:25]([C:28]([F:31])([F:29])[F:30])=[CH:24][C:19]=3[C:20]([OH:22])=[O:21])=[CH:14][CH:15]=2)[CH:10]=[CH:9]1)[C:2]1[CH:7]=[CH:6][CH:5]=[CH:4][CH:3]=1, predict the reactants needed to synthesize it. The reactants are: [CH2:1]([N:8]1[C:16]2[C:11](=[CH:12][C:13]([NH:17][C:18]3[CH:27]=[CH:26][C:25]([C:28]([F:31])([F:30])[F:29])=[CH:24][C:19]=3[C:20]([O:22]C)=[O:21])=[CH:14][CH:15]=2)[CH:10]=[CH:9]1)[C:2]1[CH:7]=[CH:6][CH:5]=[CH:4][CH:3]=1.[OH-].[Na+].O.Cl.